Dataset: Catalyst prediction with 721,799 reactions and 888 catalyst types from USPTO. Task: Predict which catalyst facilitates the given reaction. (1) Reactant: [Li+].[OH-].[N:3]([C@@H:6]([CH2:22][CH2:23][CH2:24][CH2:25][CH2:26][C:27](=[O:29])[CH3:28])[C:7](N1[C@@H](CC2C=CC=CC=2)COC1=O)=[O:8])=[N+:4]=[N-:5].C([O-])(O)=[O:31].[Na+]. Product: [N:3]([C@@H:6]([CH2:22][CH2:23][CH2:24][CH2:25][CH2:26][C:27](=[O:29])[CH3:28])[C:7]([OH:8])=[O:31])=[N+:4]=[N-:5]. The catalyst class is: 20. (2) Reactant: [CH:1]1([NH:4][C:5](=[O:36])[C:6]2[CH:11]=[CH:10][C:9]([CH3:12])=[C:8]([C:13]3[C:14]4[CH:26]=[CH:25][C:24](=[O:27])[N:23]([C:28]5[C:33]([F:34])=[CH:32][CH:31]=[CH:30][C:29]=5[F:35])[C:15]=4[N:16]=[C:17](S(C)(=O)=O)[N:18]=3)[CH:7]=2)[CH2:3][CH2:2]1.Cl.Cl.[NH:39]1[CH:43]=[CH:42][N:41]=[C:40]1[CH2:44][NH2:45].C(N(CC)CC)C. Product: [CH:1]1([NH:4][C:5](=[O:36])[C:6]2[CH:11]=[CH:10][C:9]([CH3:12])=[C:8]([C:13]3[C:14]4[CH:26]=[CH:25][C:24](=[O:27])[N:23]([C:28]5[C:33]([F:34])=[CH:32][CH:31]=[CH:30][C:29]=5[F:35])[C:15]=4[N:16]=[C:17]([NH:45][CH2:44][C:40]4[NH:39][CH:43]=[CH:42][N:41]=4)[N:18]=3)[CH:7]=2)[CH2:3][CH2:2]1. The catalyst class is: 3. (3) Reactant: [CH3:1][C@H:2]1[NH:7][C@@H:6]([CH3:8])[CH2:5][N:4]([C:9]2[CH:14]=[CH:13][C:12]([O:15][CH3:16])=[C:11]([N+:17]([O-])=O)[CH:10]=2)[CH2:3]1.[H][H].[ClH:22].O1CCOCC1. Product: [ClH:22].[ClH:22].[ClH:22].[CH3:8][C@H:6]1[NH:7][C@@H:2]([CH3:1])[CH2:3][N:4]([C:9]2[CH:14]=[CH:13][C:12]([O:15][CH3:16])=[C:11]([CH:10]=2)[NH2:17])[CH2:5]1. The catalyst class is: 29. (4) Reactant: [C:1]1([CH2:7][C:8](=[O:12])[C:9]([OH:11])=[O:10])[CH:6]=[CH:5][CH:4]=[CH:3][CH:2]=1.[C:13]([CH2:18]C(O)=O)([C:15]([OH:17])=[O:16])=[O:14].[OH-].[K+].Cl. Product: [C:1]1([CH2:7][C:8]([OH:12])([C:9]([OH:11])=[O:10])[CH2:18][C:13](=[O:14])[C:15]([OH:17])=[O:16])[CH:6]=[CH:5][CH:4]=[CH:3][CH:2]=1. The catalyst class is: 6. (5) Reactant: [C:1]([O:5][C:6]([N:8]1[CH2:13][CH2:12][N:11]2[N:14]=[C:15]([C:17]([F:20])([F:19])[F:18])[N:16]=[C:10]2[CH:9]1[CH2:21][O:22]CC1C=CC=CC=1)=[O:7])([CH3:4])([CH3:3])[CH3:2].[H][H]. Product: [C:1]([O:5][C:6]([N:8]1[CH2:13][CH2:12][N:11]2[N:14]=[C:15]([C:17]([F:19])([F:18])[F:20])[N:16]=[C:10]2[CH:9]1[CH2:21][OH:22])=[O:7])([CH3:4])([CH3:3])[CH3:2]. The catalyst class is: 29. (6) Reactant: [Cl:1][C:2]1[CH:10]=[CH:9][C:5]([C:6]([OH:8])=O)=[CH:4][C:3]=1[C:11]([F:14])([F:13])[F:12].[C:15]([C:17]1[C:18]([C:31]([F:34])([F:33])[F:32])=[C:19]2[C:23](=[CH:24][CH:25]=1)[N:22]([CH2:26][C:27](=[NH:30])[NH:28]O)[CH:21]=[CH:20]2)#[N:16]. Product: [Cl:1][C:2]1[CH:10]=[CH:9][C:5]([C:6]2[O:8][N:30]=[C:27]([CH2:26][N:22]3[C:23]4[C:19](=[C:18]([C:31]([F:34])([F:32])[F:33])[C:17]([C:15]#[N:16])=[CH:25][CH:24]=4)[CH:20]=[CH:21]3)[N:28]=2)=[CH:4][C:3]=1[C:11]([F:14])([F:13])[F:12]. The catalyst class is: 23. (7) Reactant: [CH2:1]([N:8]([CH2:16][C@@H:17]1[CH2:26][CH2:25][C:24]2[C:19](=[CH:20][CH:21]=[C:22](Br)[CH:23]=2)[O:18]1)[C:9](=[O:15])[O:10][C:11]([CH3:14])([CH3:13])[CH3:12])[C:2]1[CH:7]=[CH:6][CH:5]=[CH:4][CH:3]=1.[B:28]1([B:28]2[O:32][C:31]([CH3:34])([CH3:33])[C:30]([CH3:36])([CH3:35])[O:29]2)[O:32][C:31]([CH3:34])([CH3:33])[C:30]([CH3:36])([CH3:35])[O:29]1.C([O-])(=O)C.[K+]. Product: [CH2:1]([N:8]([CH2:16][C@H:17]1[CH2:26][CH2:25][C:24]2[C:19](=[CH:20][CH:21]=[C:22]([B:28]3[O:32][C:31]([CH3:34])([CH3:33])[C:30]([CH3:36])([CH3:35])[O:29]3)[CH:23]=2)[O:18]1)[C:9](=[O:15])[O:10][C:11]([CH3:14])([CH3:13])[CH3:12])[C:2]1[CH:7]=[CH:6][CH:5]=[CH:4][CH:3]=1. The catalyst class is: 16. (8) Reactant: CC1(C)C(C)(C)OB([C:9]2[CH:10]=[N:11][C:12]([NH2:15])=[N:13][CH:14]=2)O1.Cl[C:18]1[N:23]=[C:22]([N:24]2[CH2:29][CH2:28][O:27][CH2:26][CH2:25]2)[N:21]=[C:20]([N:30]([CH3:37])[CH:31]2[CH2:36][CH2:35][O:34][CH2:33][CH2:32]2)[CH:19]=1.C([O-])([O-])=O.[Na+].[Na+]. Product: [CH3:37][N:30]([CH:31]1[CH2:36][CH2:35][O:34][CH2:33][CH2:32]1)[C:20]1[N:21]=[C:22]([N:24]2[CH2:25][CH2:26][O:27][CH2:28][CH2:29]2)[N:23]=[C:18]([C:9]2[CH:14]=[N:13][C:12]([NH2:15])=[N:11][CH:10]=2)[CH:19]=1. The catalyst class is: 450.